This data is from Full USPTO retrosynthesis dataset with 1.9M reactions from patents (1976-2016). The task is: Predict the reactants needed to synthesize the given product. (1) The reactants are: [NH2:1][C:2]1[CH:10]=[CH:9][C:8]([O:11][CH3:12])=[CH:7][C:3]=1[C:4]([NH2:6])=O.[Cl:13][C:14]1[CH:22]=[CH:21][CH:20]=[CH:19][C:15]=1[C:16](Cl)=O.[CH3:23][N:24]1[CH2:29][CH2:28][NH:27][CH2:26][CH2:25]1. Given the product [Cl:13][C:14]1[CH:22]=[CH:21][CH:20]=[CH:19][C:15]=1[C:16]1[N:6]=[C:4]([N:27]2[CH2:28][CH2:29][N:24]([CH3:23])[CH2:25][CH2:26]2)[C:3]2[C:2](=[CH:10][CH:9]=[C:8]([O:11][CH3:12])[CH:7]=2)[N:1]=1, predict the reactants needed to synthesize it. (2) Given the product [C:7]([NH:11][C:12]1[N:3]2[NH:4][CH:5]=[N:6][C:2]2=[N:1][C:13]=1[CH3:14])([CH3:10])([CH3:9])[CH3:8], predict the reactants needed to synthesize it. The reactants are: [NH2:1][C:2]1[N:6]=[CH:5][NH:4][N:3]=1.[C:7]([N+:11]#[C-:12])([CH3:10])([CH3:9])[CH3:8].[CH:13](=O)[CH3:14].